Dataset: Full USPTO retrosynthesis dataset with 1.9M reactions from patents (1976-2016). Task: Predict the reactants needed to synthesize the given product. (1) Given the product [CH:1]([N:4]1[C:8]([C:9]2[S:10][C:11]3[CH2:12][CH2:13][O:14][C:15]4[CH:22]=[C:21]([C:23]5[CH:24]=[N:25][N:26]([C:28]([CH3:32])([CH3:33])[C:29]([NH2:35])=[O:30])[CH:27]=5)[CH:20]=[CH:19][C:16]=4[C:17]=3[N:18]=2)=[N:7][CH:6]=[N:5]1)([CH3:2])[CH3:3], predict the reactants needed to synthesize it. The reactants are: [CH:1]([N:4]1[C:8]([C:9]2[S:10][C:11]3[CH2:12][CH2:13][O:14][C:15]4[CH:22]=[C:21]([C:23]5[CH:24]=[N:25][N:26]([C:28]([CH3:33])([CH3:32])[C:29](O)=[O:30])[CH:27]=5)[CH:20]=[CH:19][C:16]=4[C:17]=3[N:18]=2)=[N:7][CH:6]=[N:5]1)([CH3:3])[CH3:2].[Cl-].[NH4+:35]. (2) Given the product [F:1][C:2]1[CH:7]=[C:6]([I:8])[CH:5]=[CH:4][C:3]=1[NH:9][C:10]1[N:15]([CH3:16])[C:14](=[O:17])[C:13]2[CH:18]=[CH:19][O:20][C:12]=2[C:11]=1[C:21]([NH:25][O:26][C:27]([CH3:31])([CH3:30])[CH2:28][OH:29])=[O:22], predict the reactants needed to synthesize it. The reactants are: [F:1][C:2]1[CH:7]=[C:6]([I:8])[CH:5]=[CH:4][C:3]=1[NH:9][C:10]1[N:15]([CH3:16])[C:14](=[O:17])[C:13]2[CH:18]=[CH:19][O:20][C:12]=2[C:11]=1[C:21](O)=[O:22].Cl.[NH2:25][O:26][C:27]([CH3:31])([CH3:30])[CH2:28][OH:29].COCCON. (3) Given the product [Br:1][C:2]1[N:6]=[C:5]([NH:7][C:8]2[CH:13]=[C:12]([CH3:20])[C:11]([N:14]([CH2:17][CH3:18])[CH2:15][CH3:16])=[CH:10][C:9]=2[CH3:19])[S:4][N:3]=1, predict the reactants needed to synthesize it. The reactants are: [Br:1][C:2]1[N:6]=[C:5]([NH:7][C:8]2[CH:13]=[CH:12][C:11]([N:14]([CH2:17][CH3:18])[CH2:15][CH3:16])=[CH:10][C:9]=2[CH3:19])[S:4][N:3]=1.[CH2:20](N(CC)C1C(C)=CC(N)=C(C)C=1)C. (4) Given the product [CH3:7][C:8]1[CH:13]=[C:12]([NH:14][C:15]2[CH:20]=[C:19]([C:21]([F:23])([F:22])[F:24])[CH:18]=[CH:17][N:16]=2)[N:11]=[C:10]([C:25]2[CH:26]=[N:27][C:28]([C:31]([C@H:33]3[CH2:34][CH2:35][C@H:36]([C:39]([O:41][CH3:42])=[O:40])[CH2:37][CH2:38]3)=[CH2:1])=[CH:29][CH:30]=2)[CH:9]=1, predict the reactants needed to synthesize it. The reactants are: [CH3:1]C(C)([O-])C.[K+].[CH3:7][C:8]1[CH:13]=[C:12]([NH:14][C:15]2[CH:20]=[C:19]([C:21]([F:24])([F:23])[F:22])[CH:18]=[CH:17][N:16]=2)[N:11]=[C:10]([C:25]2[CH:26]=[N:27][C:28]([C:31]([C@H:33]3[CH2:38][CH2:37][C@H:36]([C:39]([O:41][CH3:42])=[O:40])[CH2:35][CH2:34]3)=O)=[CH:29][CH:30]=2)[CH:9]=1. (5) Given the product [Cl:19][C:15]1[CH:16]=[C:17]2[C:12](=[C:13]([F:20])[CH:14]=1)[N:11]([CH2:21][CH2:22][C:23]([O:25][CH2:26][CH3:27])=[O:24])[C:10]([CH2:9][OH:8])=[CH:18]2, predict the reactants needed to synthesize it. The reactants are: [Si]([O:8][CH2:9][C:10]1[N:11]([CH2:21][CH2:22][C:23]([O:25][CH2:26][CH3:27])=[O:24])[C:12]2[C:17]([CH:18]=1)=[CH:16][C:15]([Cl:19])=[CH:14][C:13]=2[F:20])(C(C)(C)C)(C)C.[F-].C([N+](CCCC)(CCCC)CCCC)CCC.